This data is from Full USPTO retrosynthesis dataset with 1.9M reactions from patents (1976-2016). The task is: Predict the reactants needed to synthesize the given product. (1) Given the product [F:22][C:16]1[CH:15]=[C:14]([C:5]2[CH:4]=[C:3]3[C:8](=[CH:7][CH:6]=2)[N:9]=[CH:10][N:11]=[C:1]3[NH:2][C:28]2[CH:29]=[CH:30][C:31]([N:32]3[CH:8]=[N:9][CH:10]=[N:11]3)=[CH:33][CH:34]=2)[CH:19]=[CH:18][C:17]=1[O:20][CH3:21], predict the reactants needed to synthesize it. The reactants are: [C:1]([C:3]1[CH:4]=[C:5]([C:14]2[CH:19]=[CH:18][C:17]([O:20][CH3:21])=[C:16]([F:22])[CH:15]=2)[CH:6]=[CH:7][C:8]=1[N:9]=[CH:10][N:11](C)C)#[N:2].N1C=C([C:28]2[CH:34]=[CH:33][C:31]([NH2:32])=[CH:30][CH:29]=2)N=N1. (2) Given the product [Br:1][C:2]1[N:7]=[C:6]([C:23]2[CH2:24][CH2:25][C:20]([CH3:29])([CH3:19])[CH2:21][CH:22]=2)[C:5]([NH2:9])=[CH:4][CH:3]=1, predict the reactants needed to synthesize it. The reactants are: [Br:1][C:2]1[N:7]=[C:6](I)[C:5]([NH2:9])=[CH:4][CH:3]=1.CCO.C([O-])([O-])=O.[Na+].[Na+].[CH3:19][C:20]1([CH3:29])[CH2:25][CH2:24][C:23](B(O)O)=[CH:22][CH2:21]1. (3) Given the product [ClH:24].[NH2:14][CH2:13][CH2:12][C:11]1[CH:10]=[CH:9][C:8]([C:5]2[CH:4]=[CH:3][C:2](=[O:1])[NH:7][CH:6]=2)=[CH:23][CH:22]=1, predict the reactants needed to synthesize it. The reactants are: [O:1]=[C:2]1[NH:7][CH:6]=[C:5]([C:8]2[CH:23]=[CH:22][C:11]([CH2:12][CH2:13][NH:14]C(=O)OC(C)(C)C)=[CH:10][CH:9]=2)[CH:4]=[CH:3]1.[ClH:24]. (4) Given the product [CH3:15][O:16][C:2]([CH3:9])([CH3:1])[CH2:3][CH2:4][CH2:5][C:6](=[O:8])[CH3:7], predict the reactants needed to synthesize it. The reactants are: [CH3:1][C:2]([CH3:9])=[CH:3][CH2:4][CH2:5][C:6](=[O:8])[CH3:7].OS(O)(=O)=O.[CH3:15][OH:16]. (5) Given the product [Br:1][C:2]1[N:3]=[C:4]([S:11][CH3:12])[C:5]2[N:6]([C:8]([I:13])=[CH:9][N:10]=2)[CH:7]=1, predict the reactants needed to synthesize it. The reactants are: [Br:1][C:2]1[N:3]=[C:4]([S:11][CH3:12])[C:5]2[N:6]([CH:8]=[CH:9][N:10]=2)[CH:7]=1.[I:13]N1C(=O)CCC1=O. (6) Given the product [C:28]([NH:8][C:5]1[CH:6]=[CH:7][C:2]([CH2:21][C:22]([OH:24])=[O:23])=[N:3][CH:4]=1)(=[O:29])[CH3:27], predict the reactants needed to synthesize it. The reactants are: Cl[C:2]1[CH:7]=[CH:6][C:5]([N+:8]([O-])=O)=[CH:4][N:3]=1.C(NC1N=CC([CH2:21][C:22]([OH:24])=[O:23])=CC=1)(=O)C.[Cl-].C(OCC)(=O)[CH2:27][C:28](OCC)=[O:29]. (7) Given the product [F:1][C:2]1[CH:10]=[CH:9][C:5]([C:6]2[C:37]([C:38]3[NH:39][CH:40]=[CH:41][N:42]=3)=[CH:36][N:35]=[C:34]([NH:43][CH2:44][CH2:45][NH:46][C:16]3[N:17]=[CH:18][C:19]([C:22]#[N:23])=[CH:20][CH:21]=3)[N:33]=2)=[C:4]([C:11]([F:14])([F:13])[F:12])[CH:3]=1, predict the reactants needed to synthesize it. The reactants are: [F:1][C:2]1[CH:10]=[CH:9][C:5]([C:6](Cl)=O)=[C:4]([C:11]([F:14])([F:13])[F:12])[CH:3]=1.Cl[C:16]1[CH:21]=[CH:20][C:19]([C:22]#[N:23])=[CH:18][N:17]=1.ClC1C=C(Cl)C=CC=1C1[C:37]([C:38]2[NH:39][CH:40]=[CH:41][N:42]=2)=[CH:36][N:35]=[C:34]([NH:43][CH2:44][CH2:45][NH:46]C2C=CC([N+]([O-])=O)=CN=2)[N:33]=1. (8) Given the product [Br:1][C:2]1[CH:7]=[CH:6][C:5]([S:8]([N:14]=[N+:15]=[N-:16])(=[O:10])=[O:9])=[C:4]([CH2:12][CH3:13])[CH:3]=1, predict the reactants needed to synthesize it. The reactants are: [Br:1][C:2]1[CH:7]=[CH:6][C:5]([S:8](Cl)(=[O:10])=[O:9])=[C:4]([CH2:12][CH3:13])[CH:3]=1.[N-:14]=[N+:15]=[N-:16].[Na+].S(Cl)(Cl)(=O)=O. (9) Given the product [C:17]([N:21]1[C:8]([C:5]2[CH:6]=[CH:7][C:2]([Cl:1])=[CH:3][CH:4]=2)=[CH:9][C:10]([CH2:11][CH2:12][CH2:13][OH:14])=[N:22]1)([CH3:20])([CH3:19])[CH3:18], predict the reactants needed to synthesize it. The reactants are: [Cl:1][C:2]1[CH:7]=[CH:6][C:5]([C:8](=O)[CH2:9][C:10](=O)[CH2:11][CH2:12][CH2:13][OH:14])=[CH:4][CH:3]=1.[C:17]([NH:21][NH2:22])([CH3:20])([CH3:19])[CH3:18].Cl.C(N(CC)CC)C. (10) Given the product [CH3:25][C:22]1[C:21]([NH:26][C:27]([O:29][C@@H:30]([C:32]2[CH:33]=[CH:34][CH:35]=[CH:36][CH:37]=2)[CH3:31])=[O:28])=[C:20]([C:17]2[CH:16]=[CH:15][C:14]([CH2:13][NH:12][C@H:4]([CH2:5][C:6]3[CH:7]=[CH:8][CH:9]=[CH:10][CH:11]=3)[C:3]([OH:38])=[O:2])=[CH:19][CH:18]=2)[O:24][N:23]=1, predict the reactants needed to synthesize it. The reactants are: C[O:2][C:3](=[O:38])[C@H:4]([NH:12][CH2:13][C:14]1[CH:19]=[CH:18][C:17]([C:20]2[O:24][N:23]=[C:22]([CH3:25])[C:21]=2[NH:26][C:27]([O:29][C@@H:30]([C:32]2[CH:37]=[CH:36][CH:35]=[CH:34][CH:33]=2)[CH3:31])=[O:28])=[CH:16][CH:15]=1)[CH2:5][C:6]1[CH:11]=[CH:10][CH:9]=[CH:8][CH:7]=1.C1COCC1.[Li+].[OH-].Cl.